Dataset: B-cell epitopes from IEDB database with 3,159 antigens for binding position prediction. Task: Token-level Classification. Given an antigen amino acid sequence, predict which amino acid positions are active epitope sites capable of antibody binding. Output is a list of indices for active positions. (1) Given the antigen sequence: MARGAGLVFFVGVWVVSCLAAAPRTSWKRVTSGEDVVLLPAPAERTRAHKLLWAAEPLDACGPLRPSWVALWPPRRVLETVVDAACMRAPEPLAIAYSPPFPAGDEGLYSELAWRDRVAVVNESLVIYGALETDSGLYTLSVVGLSDEARQVASVVLVVEPAPVPTPTPDDYDEEDDAGVTNARRSAFPPQPPPRRPPVAPPTHPRVIPEVSHVRGVTVHMETLEAILFAPGETFGTNVSIHAIAHDDGPYAMDVVWMRFDVPSSCADMRIYEACLYHPQLPECLSPADAPCAVSSWAYRLAVRSYAGCSRTTPPPRCFAEARMEPVPGLAWLASTVNLEFQHASPQHAGLYLCVVYVDDHIHAWGHMTISTAAQYRNAVVEQHLPQRQPEPVEPTRPHVRAPHPAPSARGPLRLGAVLGAALLLAALGLSAWACMTCWRRRSWRAVKSRASATGPTYIRVADSELYADWSSDSEGERDGSLWQDPPERPDSPSTNGSGF..., which amino acid positions are active epitope sites? The epitope positions are: [484, 485, 486, 487, 488, 489, 490, 491, 492]. The amino acids at these positions are: DPPERPDSP. (2) Given the antigen sequence: MSTRSVSSSSYRRMFGGPGTASRPSSSRSYVTTSTRTYSLGSALRPSTSRSLYASSPGGVYATRSSAVRLRSSVPGVRLLQDSVDFSLADAINTEFKNTRTNEKVELQELNDRFANYIDKVRFLEQQNKILLAELEQLKGQGKSRLGDLYEEEMRELRRQVDQLTNDKARVEVERDNLAEDIMRLREKLQEEMLQREEAENTLQSFRQDVDNASLARLDLERKVESLQEEIAFLKKLHEEEIQELQAQIQEQHVQIDVDVSKPDLTAALRDVRQQYESVAAKNLQEAEEWYKSKFADLSEAANRNNDALRQAKQESTEYRRQVQSLTCEVDALKGTNESLERQMREMEENFAVEAANYQDTIGRLQDEIQNMKEEMARHLREYQDLLNVKMALDIEIATYRKLLEGEESRISLPLPNFSSLNLRGKHFISL, which amino acid positions are active epitope sites? The epitope positions are: [59, 60, 61, 62, 63, 64, 65, 66, 67, 68, 69, 70, 71, 72, 73, 74]. The amino acids at these positions are: VYATRSSAVRLRSSVP.